The task is: Regression. Given two drug SMILES strings and cell line genomic features, predict the synergy score measuring deviation from expected non-interaction effect.. This data is from NCI-60 drug combinations with 297,098 pairs across 59 cell lines. (1) Drug 1: C1CCC(C(C1)N)N.C(=O)(C(=O)[O-])[O-].[Pt+4]. Drug 2: COCCOC1=C(C=C2C(=C1)C(=NC=N2)NC3=CC=CC(=C3)C#C)OCCOC.Cl. Cell line: A549. Synergy scores: CSS=44.0, Synergy_ZIP=-7.45, Synergy_Bliss=-4.68, Synergy_Loewe=-4.29, Synergy_HSA=-1.15. (2) Drug 1: CC(C1=C(C=CC(=C1Cl)F)Cl)OC2=C(N=CC(=C2)C3=CN(N=C3)C4CCNCC4)N. Drug 2: CC1=C2C(C(=O)C3(C(CC4C(C3C(C(C2(C)C)(CC1OC(=O)C(C(C5=CC=CC=C5)NC(=O)OC(C)(C)C)O)O)OC(=O)C6=CC=CC=C6)(CO4)OC(=O)C)OC)C)OC. Cell line: SF-295. Synergy scores: CSS=58.0, Synergy_ZIP=7.61, Synergy_Bliss=8.37, Synergy_Loewe=3.77, Synergy_HSA=11.8. (3) Drug 1: C1=CC(=CC=C1C#N)C(C2=CC=C(C=C2)C#N)N3C=NC=N3. Drug 2: CC12CCC3C(C1CCC2O)C(CC4=C3C=CC(=C4)O)CCCCCCCCCS(=O)CCCC(C(F)(F)F)(F)F. Cell line: BT-549. Synergy scores: CSS=3.48, Synergy_ZIP=-0.257, Synergy_Bliss=-2.51, Synergy_Loewe=1.05, Synergy_HSA=-3.89. (4) Drug 1: CS(=O)(=O)C1=CC(=C(C=C1)C(=O)NC2=CC(=C(C=C2)Cl)C3=CC=CC=N3)Cl. Drug 2: C1=CC(=CC=C1CCC2=CNC3=C2C(=O)NC(=N3)N)C(=O)NC(CCC(=O)O)C(=O)O. Cell line: MOLT-4. Synergy scores: CSS=51.4, Synergy_ZIP=-1.21, Synergy_Bliss=-2.27, Synergy_Loewe=-28.0, Synergy_HSA=-2.75. (5) Drug 1: C1=CN(C(=O)N=C1N)C2C(C(C(O2)CO)O)O.Cl. Cell line: UACC-257. Synergy scores: CSS=20.0, Synergy_ZIP=-6.40, Synergy_Bliss=0.311, Synergy_Loewe=2.24, Synergy_HSA=2.72. Drug 2: C1CN(CCN1C(=O)CCBr)C(=O)CCBr.